This data is from Forward reaction prediction with 1.9M reactions from USPTO patents (1976-2016). The task is: Predict the product of the given reaction. (1) Given the reactants [CH3:1][O:2][CH:3]1[O:9][C@H:8]([CH2:10]Cl)[C@@H:6]([OH:7])[C@H:4]1[OH:5].C([O-])([O-])=O.[Na+].[Na+].[H][H], predict the reaction product. The product is: [CH3:1][O:2][CH:3]1[O:9][C@H:8]([CH3:10])[C@@H:6]([OH:7])[C@H:4]1[OH:5]. (2) The product is: [F:21][CH:20]([F:22])[O:11][C:10]1[C:2]([F:1])=[C:3]([CH:7]=[CH:8][C:9]=1[F:12])[C:4]([NH2:6])=[O:5]. Given the reactants [F:1][C:2]1[C:10]([OH:11])=[C:9]([F:12])[CH:8]=[CH:7][C:3]=1[C:4]([NH2:6])=[O:5].C(=O)([O-])[O-].[K+].[K+].Cl[C:20](Cl)([F:22])[F:21].Cl, predict the reaction product. (3) Given the reactants [Br:1][C:2]1[C:3](Cl)=[N:4][CH:5]=[C:6]([CH:23]=1)[C:7]([NH:9][C:10]1[CH:15]=[CH:14][C:13]([C:16]([F:22])([F:21])[C:17]([F:20])([F:19])[F:18])=[CH:12][CH:11]=1)=[O:8].[NH:25]1[CH2:29][CH2:28][C@@H:27]([OH:30])[CH2:26]1, predict the reaction product. The product is: [Br:1][C:2]1[C:3]([N:25]2[CH2:29][CH2:28][C@@H:27]([OH:30])[CH2:26]2)=[N:4][CH:5]=[C:6]([CH:23]=1)[C:7]([NH:9][C:10]1[CH:15]=[CH:14][C:13]([C:16]([F:22])([F:21])[C:17]([F:20])([F:19])[F:18])=[CH:12][CH:11]=1)=[O:8]. (4) Given the reactants C(C1C=CSC=1[S:10]([NH2:13])(=[O:12])=[O:11])(C)(C)C.[C:14](=O)([O-])[O-].[K+].[K+].I[CH2:21][CH3:22].[CH3:23][C:24]([CH3:26])=O, predict the reaction product. The product is: [CH2:21]([NH:13][S:10]([C:24]([CH3:26])([CH3:14])[CH3:23])(=[O:11])=[O:12])[CH3:22]. (5) Given the reactants [CH3:1][C@@:2]1([OH:18])[C@H:6]([OH:7])[C@@H:5]([CH2:8][OH:9])[O:4][C@H:3]1[N:10]1[CH:17]=[CH:16][C:14](=[O:15])[NH:13][C:11]1=[O:12].[C:19]([OH:22])(=O)[CH3:20], predict the reaction product. The product is: [C:3]([O:18][C@:2]1([CH3:1])[C@H:6]([O:7][C:6](=[O:7])[CH3:5])[C@@H:5]([CH2:8][O:9][C:19](=[O:22])[CH3:20])[O:4][C@H:3]1[N:10]1[CH:17]=[CH:16][C:14](=[O:15])[NH:13][C:11]1=[O:12])(=[O:4])[CH3:2]. (6) Given the reactants Cl[C:2]1[CH:7]=[C:6]([Cl:8])[N:5]=[C:4]([CH2:9][S:10]([CH3:13])(=[O:12])=[O:11])[N:3]=1.[NH:14]1[C:22]2[C:17](=[CH:18][C:19](B(O)O)=[CH:20][CH:21]=2)[CH:16]=[CH:15]1.C(=O)([O-])[O-].[Na+].[Na+].CN(C=O)C, predict the reaction product. The product is: [Cl:8][C:6]1[N:5]=[C:4]([CH2:9][S:10]([CH3:13])(=[O:12])=[O:11])[N:3]=[C:2]([C:19]2[CH:18]=[C:17]3[C:22](=[CH:21][CH:20]=2)[NH:14][CH:15]=[CH:16]3)[CH:7]=1. (7) Given the reactants [CH2:1]([O:8][C:9](=[O:33])[NH:10][C:11]1[C:20]([Br:21])=[C:19]2[C:14]([C:15](=[O:32])[C:16]([C:25]3[CH:30]=[CH:29][C:28]([Cl:31])=[CH:27][CH:26]=3)=[C:17]([CH:22]([CH3:24])[CH3:23])[O:18]2)=[CH:13][CH:12]=1)[C:2]1[CH:7]=[CH:6][CH:5]=[CH:4][CH:3]=1.C(=O)([O-])[O-].[Cs+].[Cs+].[CH2:40](Br)[CH:41]=[CH2:42], predict the reaction product. The product is: [CH2:1]([O:8][C:9](=[O:33])[N:10]([CH2:42][CH:41]=[CH2:40])[C:11]1[C:20]([Br:21])=[C:19]2[C:14]([C:15](=[O:32])[C:16]([C:25]3[CH:30]=[CH:29][C:28]([Cl:31])=[CH:27][CH:26]=3)=[C:17]([CH:22]([CH3:24])[CH3:23])[O:18]2)=[CH:13][CH:12]=1)[C:2]1[CH:7]=[CH:6][CH:5]=[CH:4][CH:3]=1. (8) Given the reactants [C:1]([O:5][C:6](=[O:20])[NH:7][C:8]1[CH:13]=[C:12]([C:14]([F:17])([F:16])[F:15])[C:11]([CH3:18])=[CH:10][C:9]=1[NH2:19])([CH3:4])([CH3:3])[CH3:2].C([O:25][C:26](=O)[CH2:27][C:28](=[O:41])[C:29]1[CH:34]=[CH:33][CH:32]=[C:31]([C:35]2[CH:36]=[N:37][CH:38]=[CH:39][CH:40]=2)[CH:30]=1)(C)(C)C, predict the reaction product. The product is: [C:1]([O:5][C:6](=[O:20])[NH:7][C:8]1[CH:13]=[C:12]([C:14]([F:17])([F:16])[F:15])[C:11]([CH3:18])=[CH:10][C:9]=1[NH:19][C:26](=[O:25])[CH2:27][C:28](=[O:41])[C:29]1[CH:34]=[CH:33][CH:32]=[C:31]([C:35]2[CH:36]=[N:37][CH:38]=[CH:39][CH:40]=2)[CH:30]=1)([CH3:4])([CH3:2])[CH3:3].